Dataset: Peptide-MHC class I binding affinity with 185,985 pairs from IEDB/IMGT. Task: Regression. Given a peptide amino acid sequence and an MHC pseudo amino acid sequence, predict their binding affinity value. This is MHC class I binding data. (1) The peptide sequence is STGPLHGCK. The MHC is HLA-A26:01 with pseudo-sequence HLA-A26:01. The binding affinity (normalized) is 0.0847. (2) The peptide sequence is RIGTAATKR. The MHC is HLA-A02:03 with pseudo-sequence HLA-A02:03. The binding affinity (normalized) is 0. (3) The peptide sequence is AHYEEDVNL. The MHC is HLA-A02:01 with pseudo-sequence HLA-A02:01. The binding affinity (normalized) is 0.0847. (4) The peptide sequence is LRYGNVLDV. The MHC is HLA-A02:16 with pseudo-sequence HLA-A02:16. The binding affinity (normalized) is 0.0847. (5) The peptide sequence is FLHPKHWGT. The MHC is HLA-A02:01 with pseudo-sequence HLA-A02:01. The binding affinity (normalized) is 0.533. (6) The peptide sequence is MASLKSLYEA. The MHC is HLA-A68:02 with pseudo-sequence HLA-A68:02. The binding affinity (normalized) is 0.133.